This data is from Forward reaction prediction with 1.9M reactions from USPTO patents (1976-2016). The task is: Predict the product of the given reaction. (1) Given the reactants [Br:1][C:2]1[N:3]=[C:4](Cl)[C:5]2[N:6]([C:8](=[O:11])[NH:9][N:10]=2)[CH:7]=1.[CH:13]([NH2:16])([CH3:15])[CH3:14], predict the reaction product. The product is: [Br:1][C:2]1[N:3]=[C:4]([NH:16][CH:13]([CH3:15])[CH3:14])[C:5]2[N:6]([C:8](=[O:11])[NH:9][N:10]=2)[CH:7]=1. (2) Given the reactants [NH2:1][CH2:2][CH2:3][O:4][CH2:5][CH2:6][OH:7].C(=O)([O-])[O-].[Na+].[Na+].[C:14](O[C:14]([O:16][C:17]([CH3:20])([CH3:19])[CH3:18])=[O:15])([O:16][C:17]([CH3:20])([CH3:19])[CH3:18])=[O:15], predict the reaction product. The product is: [OH:7][CH2:6][CH2:5][O:4][CH2:3][CH2:2][NH:1][C:14](=[O:15])[O:16][C:17]([CH3:20])([CH3:19])[CH3:18]. (3) Given the reactants F[C:2]1[C:7](F)=[CH:6][C:5]([C:9]2[CH:14]=[CH:13][N:12]=[CH:11][C:10]=2[N:15]([CH2:32]CS(C)(=O)=O)C(=O)C2C=C(C(F)(F)F)N=C(C(F)(F)F)C=2)=[C:4]([O:38][CH3:39])[CH:3]=1.C(O[C:41]1[CH:46]=[CH:45][CH:44]=[CH:43][C:42]=1B(O)O)[C:41]1[CH:46]=[CH:45][CH:44]=[CH:43][CH:42]=1, predict the reaction product. The product is: [CH2:39]([O:38][C:4]1[CH:3]=[CH:2][CH:7]=[CH:6][C:5]=1[C:9]1[CH:14]=[CH:13][N:12]=[CH:11][C:10]=1[NH:15][CH3:32])[C:41]1[CH:46]=[CH:45][CH:44]=[CH:43][CH:42]=1. (4) Given the reactants [NH:1]1[CH2:4][CH:3]([NH:5][C:6](=[O:12])[O:7][C:8]([CH3:11])([CH3:10])[CH3:9])[CH2:2]1.[Br:13][C:14]1[C:22]2[C:21](N3CC(O)C3)=[N:20][C:19]([NH:28][C:29]3[CH:30]=[C:31]4[N:37]=[N:36][N:35]([CH:38]([CH3:40])[CH3:39])[C:32]4=[N:33][CH:34]=3)=[N:18][C:17]=2[NH:16][C:15]=1[CH2:41][CH3:42].CS(C)=O, predict the reaction product. The product is: [Br:13][C:14]1[C:22]2[C:21]([N:1]3[CH2:4][CH:3]([NH:5][C:6](=[O:12])[O:7][C:8]([CH3:9])([CH3:11])[CH3:10])[CH2:2]3)=[N:20][C:19]([NH:28][C:29]3[CH:30]=[C:31]4[N:37]=[N:36][N:35]([CH:38]([CH3:39])[CH3:40])[C:32]4=[N:33][CH:34]=3)=[N:18][C:17]=2[NH:16][C:15]=1[CH2:41][CH3:42]. (5) Given the reactants [C:1]([O:5][C:6](=[O:35])[NH:7][C:8]1[S:9][C:10](Br)=[CH:11][C:12]=1[C:13]([N:15]1[CH2:20][CH2:19][CH:18]([N:21]2[CH2:33][CH2:32][CH2:31][C:23]3([C:27](=[O:28])[O:26][C:25]([CH3:30])([CH3:29])[CH2:24]3)[CH2:22]2)[CH2:17][CH2:16]1)=[O:14])([CH3:4])([CH3:3])[CH3:2].[CH3:36][O:37][C:38](=[O:50])[CH2:39][CH2:40][C:41]1[CH:46]=[CH:45][C:44](B(O)O)=[CH:43][CH:42]=1, predict the reaction product. The product is: [C:1]([O:5][C:6]([NH:7][C:8]1[S:9][C:10]([C:44]2[CH:45]=[CH:46][C:41]([CH2:40][CH2:39][C:38]([O:37][CH3:36])=[O:50])=[CH:42][CH:43]=2)=[CH:11][C:12]=1[C:13]([N:15]1[CH2:20][CH2:19][CH:18]([N:21]2[CH2:33][CH2:32][CH2:31][C:23]3([C:27](=[O:28])[O:26][C:25]([CH3:30])([CH3:29])[CH2:24]3)[CH2:22]2)[CH2:17][CH2:16]1)=[O:14])=[O:35])([CH3:4])([CH3:3])[CH3:2]. (6) Given the reactants S(=O)(=O)(O)O.C(Cl)(Cl)(Cl)Cl.[CH:11]12[CH2:20][CH:15]3[CH2:16][CH:17]([CH2:19][CH:13]([CH2:14]3)[CH:12]1O)[CH2:18]2.[CH:22]([OH:24])=[O:23], predict the reaction product. The product is: [CH:11]12[CH2:20][CH:15]3[CH2:16][CH:17]([CH2:19][CH:13]([CH2:14]3)[CH:12]1[C:22]([OH:24])=[O:23])[CH2:18]2.